This data is from Catalyst prediction with 721,799 reactions and 888 catalyst types from USPTO. The task is: Predict which catalyst facilitates the given reaction. (1) Reactant: [Si]([O:8][CH2:9][C:10]1[N:11]=[C:12]([C:15]2([OH:25])[CH2:24][CH2:23][C:18]3([O:22][CH2:21][CH2:20][O:19]3)[CH2:17][CH2:16]2)[S:13][CH:14]=1)(C(C)(C)C)(C)C.F.F.F.C(N(CC)CC)C. Product: [OH:8][CH2:9][C:10]1[N:11]=[C:12]([C:15]2([OH:25])[CH2:24][CH2:23][C:18]3([O:22][CH2:21][CH2:20][O:19]3)[CH2:17][CH2:16]2)[S:13][CH:14]=1. The catalyst class is: 1. (2) Reactant: [NH2:1][C:2]1[N:7]=[CH:6][N:5]=[C:4]2[N:8]([CH:24]3[CH2:29][CH2:28][CH2:27][N:26]([C:30](=[O:33])[CH:31]=[CH2:32])[CH2:25]3)[N:9]=[C:10]([C:11]3[CH:16]=[CH:15][C:14]([O:17][C:18]4[CH:23]=[CH:22][CH:21]=[CH:20][CH:19]=4)=[CH:13][CH:12]=3)[C:3]=12.[O:34]([C:41]1[CH:46]=[CH:45][C:44]([C:47]2[C:55]3[C:50](=[N:51][CH:52]=[N:53][C:54]=3[NH2:56])[N:49]([C@@H:57]3[CH2:62][CH2:61][CH2:60][NH:59][CH2:58]3)[N:48]=2)=[CH:43][CH:42]=1)[C:35]1[CH:40]=[CH:39][CH:38]=[CH:37][CH:36]=1.CCN(C(C)C)C(C)C.CC(C)=O.CO. Product: [NH2:1][C:2]1[N:7]=[CH:6][N:5]=[C:4]2[N:8]([C@@H:24]3[CH2:29][CH2:28][CH2:27][N:26]([C:30](=[O:33])[CH2:31][CH2:32][N:59]4[CH2:60][CH2:61][CH2:62][C@H:57]([N:49]5[C:50]6=[N:51][CH:52]=[N:53][C:54]([NH2:56])=[C:55]6[C:47]([C:44]6[CH:45]=[CH:46][C:41]([O:34][C:35]7[CH:40]=[CH:39][CH:38]=[CH:37][CH:36]=7)=[CH:42][CH:43]=6)=[N:48]5)[CH2:58]4)[CH2:25]3)[N:9]=[C:10]([C:11]3[CH:16]=[CH:15][C:14]([O:17][C:18]4[CH:19]=[CH:20][CH:21]=[CH:22][CH:23]=4)=[CH:13][CH:12]=3)[C:3]=12. The catalyst class is: 1. (3) The catalyst class is: 3. Product: [C:16]([O:15][C:13]([N:20]1[CH2:27][CH2:26][CH2:25][CH:21]1[C:22](=[O:23])[NH:12][C:8]1[C:9]2[C:4](=[CH:3][C:2]([Br:1])=[CH:11][CH:10]=2)[CH:5]=[CH:6][N:7]=1)=[O:14])([CH3:19])([CH3:18])[CH3:17]. Reactant: [Br:1][C:2]1[CH:3]=[C:4]2[C:9](=[CH:10][CH:11]=1)[C:8]([NH2:12])=[N:7][CH:6]=[CH:5]2.[C:13]([N:20]1[CH2:27][CH2:26][CH2:25][C@H:21]1[C:22](O)=[O:23])([O:15][C:16]([CH3:19])([CH3:18])[CH3:17])=[O:14].CN1CCOCC1.CN(C(ON1N=NC2C=CC=NC1=2)=[N+](C)C)C.F[P-](F)(F)(F)(F)F. (4) Product: [NH2:1][C:2]1[N:7]=[CH:6][N:5]=[C:4]([NH:8][C@H:9]([C:11]2[N:15]([CH:16]3[CH2:17][CH2:18]3)[C:14]3[C:19]([C:23]([NH:33][CH:28]4[CH2:32][CH2:31][CH2:30][CH2:29]4)=[O:25])=[CH:20][CH:21]=[CH:22][C:13]=3[N:12]=2)[CH3:10])[C:3]=1[C:26]#[N:27]. The catalyst class is: 31. Reactant: [NH2:1][C:2]1[N:7]=[CH:6][N:5]=[C:4]([NH:8][C@H:9]([C:11]2[N:15]([CH:16]3[CH2:18][CH2:17]3)[C:14]3[C:19]([C:23]([OH:25])=O)=[CH:20][CH:21]=[CH:22][C:13]=3[N:12]=2)[CH3:10])[C:3]=1[C:26]#[N:27].[CH:28]1([NH2:33])[CH2:32][CH2:31][CH2:30][CH2:29]1.C(N(C(C)C)C(C)C)C.N1(O[P+](N2CCCC2)(N2CCCC2)N2CCCC2)C2C=CC=CC=2N=N1. (5) Reactant: [NH:1]1[C:5]2[CH:6]=[CH:7][CH:8]=[CH:9][C:4]=2[NH:3][C:2]1=O.[C:11]([C:15]1[CH:22]=[CH:21][C:18]([CH2:19]Br)=[CH:17][CH:16]=1)([CH3:14])([CH3:13])[CH3:12].[C:23](=[O:26])([O-])[O-].[K+].[K+].[I-].[K+].Cl. Product: [C:11]([C:15]1[CH:22]=[CH:21][C:18]([CH2:19][N:1]2[C:5]3[CH:6]=[CH:7][CH:8]=[CH:9][C:4]=3[N:3]([CH2:2][C:18]3[CH:21]=[CH:22][C:15]([C:11]([CH3:14])([CH3:13])[CH3:12])=[CH:16][CH:17]=3)[C:23]2=[O:26])=[CH:17][CH:16]=1)([CH3:14])([CH3:13])[CH3:12]. The catalyst class is: 136. (6) Reactant: [F:1][C:2]1[CH:7]=[C:6]([C:8]2[CH:9]=[N:10][N:11]([CH3:13])[CH:12]=2)[CH:5]=[CH:4][C:3]=1[C:14]1[CH:15]=[N+:16]([O-])[CH:17]=[C:18]2[C:23]=1[N:22]=[C:21]([C:24](=[O:27])[NH:25][CH3:26])[CH:20]=[CH:19]2.C1(C)C=CC(S(Cl)(=O)=O)=CC=1.C(C[NH2:43])O.O. Product: [NH2:43][C:17]1[N:16]=[CH:15][C:14]([C:3]2[CH:4]=[CH:5][C:6]([C:8]3[CH:9]=[N:10][N:11]([CH3:13])[CH:12]=3)=[CH:7][C:2]=2[F:1])=[C:23]2[C:18]=1[CH:19]=[CH:20][C:21]([C:24]([NH:25][CH3:26])=[O:27])=[N:22]2. The catalyst class is: 17.